From a dataset of NCI-60 drug combinations with 297,098 pairs across 59 cell lines. Regression. Given two drug SMILES strings and cell line genomic features, predict the synergy score measuring deviation from expected non-interaction effect. (1) Drug 1: CNC(=O)C1=CC=CC=C1SC2=CC3=C(C=C2)C(=NN3)C=CC4=CC=CC=N4. Drug 2: C(CN)CNCCSP(=O)(O)O. Cell line: BT-549. Synergy scores: CSS=-4.95, Synergy_ZIP=5.81, Synergy_Bliss=5.15, Synergy_Loewe=3.90, Synergy_HSA=3.49. (2) Drug 1: CC(C1=C(C=CC(=C1Cl)F)Cl)OC2=C(N=CC(=C2)C3=CN(N=C3)C4CCNCC4)N. Drug 2: C1=NC2=C(N1)C(=S)N=CN2. Cell line: NCI/ADR-RES. Synergy scores: CSS=13.7, Synergy_ZIP=-9.28, Synergy_Bliss=-11.3, Synergy_Loewe=-22.5, Synergy_HSA=-12.0. (3) Drug 1: CN(C)C1=NC(=NC(=N1)N(C)C)N(C)C. Drug 2: C(CCl)NC(=O)N(CCCl)N=O. Cell line: HS 578T. Synergy scores: CSS=2.41, Synergy_ZIP=1.80, Synergy_Bliss=4.84, Synergy_Loewe=-8.67, Synergy_HSA=-2.11. (4) Drug 1: C1=CC(=CC=C1CCCC(=O)O)N(CCCl)CCCl. Drug 2: CC1C(C(CC(O1)OC2CC(CC3=C2C(=C4C(=C3O)C(=O)C5=C(C4=O)C(=CC=C5)OC)O)(C(=O)CO)O)N)O.Cl. Cell line: UACC62. Synergy scores: CSS=59.2, Synergy_ZIP=-2.09, Synergy_Bliss=2.19, Synergy_Loewe=-5.37, Synergy_HSA=4.61. (5) Drug 1: CNC(=O)C1=NC=CC(=C1)OC2=CC=C(C=C2)NC(=O)NC3=CC(=C(C=C3)Cl)C(F)(F)F. Drug 2: B(C(CC(C)C)NC(=O)C(CC1=CC=CC=C1)NC(=O)C2=NC=CN=C2)(O)O. Cell line: HOP-62. Synergy scores: CSS=23.4, Synergy_ZIP=-7.62, Synergy_Bliss=-10.9, Synergy_Loewe=-59.5, Synergy_HSA=-15.5. (6) Drug 1: CN(C)N=NC1=C(NC=N1)C(=O)N. Drug 2: C1=NC(=NC(=O)N1C2C(C(C(O2)CO)O)O)N. Cell line: MALME-3M. Synergy scores: CSS=-5.57, Synergy_ZIP=2.04, Synergy_Bliss=0.133, Synergy_Loewe=-5.87, Synergy_HSA=-4.46. (7) Drug 1: C1=CC(=CC=C1CCCC(=O)O)N(CCCl)CCCl. Drug 2: CC(C)(C#N)C1=CC(=CC(=C1)CN2C=NC=N2)C(C)(C)C#N. Cell line: SN12C. Synergy scores: CSS=21.3, Synergy_ZIP=-6.08, Synergy_Bliss=-0.764, Synergy_Loewe=-0.938, Synergy_HSA=-0.0975. (8) Drug 1: CNC(=O)C1=CC=CC=C1SC2=CC3=C(C=C2)C(=NN3)C=CC4=CC=CC=N4. Drug 2: C1=NC2=C(N=C(N=C2N1C3C(C(C(O3)CO)O)O)F)N. Cell line: SNB-19. Synergy scores: CSS=9.26, Synergy_ZIP=-6.37, Synergy_Bliss=-9.52, Synergy_Loewe=-11.2, Synergy_HSA=-9.93. (9) Drug 1: CC1C(C(CC(O1)OC2CC(CC3=C2C(=C4C(=C3O)C(=O)C5=C(C4=O)C(=CC=C5)OC)O)(C(=O)CO)O)N)O.Cl. Drug 2: CC1C(C(CC(O1)OC2CC(CC3=C2C(=C4C(=C3O)C(=O)C5=C(C4=O)C(=CC=C5)OC)O)(C(=O)CO)O)N)O.Cl. Cell line: SN12C. Synergy scores: CSS=64.6, Synergy_ZIP=2.18, Synergy_Bliss=1.61, Synergy_Loewe=4.00, Synergy_HSA=5.86.